This data is from Peptide-MHC class II binding affinity with 134,281 pairs from IEDB. The task is: Regression. Given a peptide amino acid sequence and an MHC pseudo amino acid sequence, predict their binding affinity value. This is MHC class II binding data. The peptide sequence is GAVFLGFLGAAGSTMG. The MHC is DRB3_0101 with pseudo-sequence DRB3_0101. The binding affinity (normalized) is 0.414.